This data is from Forward reaction prediction with 1.9M reactions from USPTO patents (1976-2016). The task is: Predict the product of the given reaction. (1) Given the reactants COC12C[CH2:9][C:6]([CH2:11][CH2:12][C:13]([O:15][CH3:16])=[O:14])([CH2:7][CH2:8]1)[CH2:5][CH2:4]2.[CH3:17][C:18]([O:20][C:21]([CH3:23])=[O:22])=O, predict the reaction product. The product is: [C:21]([O:20][C:18]12[CH2:4][CH2:5][C:6]([CH2:11][CH2:12][C:13]([O:15][CH3:16])=[O:14])([CH2:7][CH2:8]1)[CH2:9][CH2:17]2)(=[O:22])[CH3:23]. (2) Given the reactants [CH2:1]([NH:3][C:4]([NH:6][C:7]1[N:8]=[C:9]2[CH:14]=[C:13]([C:15]3[NH:16][N:17]=[C:18]([CH3:20])[N:19]=3)[CH:12]=[CH:11][N:10]2[CH:21]=1)=[O:5])[CH3:2].F[C:23](F)(F)C(N)=O.CN(C(C=C)=O)C, predict the reaction product. The product is: [CH3:23][N:17]1[C:18]([CH3:20])=[N:19][C:15]([C:13]2[CH:12]=[CH:11][N:10]3[CH:21]=[C:7]([NH:6][C:4]([NH:3][CH2:1][CH3:2])=[O:5])[N:8]=[C:9]3[CH:14]=2)=[N:16]1.